This data is from Forward reaction prediction with 1.9M reactions from USPTO patents (1976-2016). The task is: Predict the product of the given reaction. (1) Given the reactants [CH3:1][O:2][C:3]1[CH:38]=[CH:37][C:6]([CH2:7][N:8]2[C:12]3=[N:13][CH:14]=[CH:15][C:16]([NH:17][C:18]4[CH:26]=[CH:25][C:21]([C:22]([OH:24])=O)=[CH:20][CH:19]=4)=[C:11]3[C:10]([NH:27][C@@H:28]3[CH2:32][CH2:31][N:30]([C:33](=[O:36])[CH2:34][CH3:35])[CH2:29]3)=[N:9]2)=[CH:5][CH:4]=1.[F:39][C:40]([F:49])([F:48])[C:41]1[CH:46]=[CH:45][N:44]=[C:43]([NH2:47])[CH:42]=1.O=P(Cl)(Cl)Cl, predict the reaction product. The product is: [CH3:1][O:2][C:3]1[CH:38]=[CH:37][C:6]([CH2:7][N:8]2[C:12]3=[N:13][CH:14]=[CH:15][C:16]([NH:17][C:18]4[CH:26]=[CH:25][C:21]([C:22]([NH:47][C:43]5[CH:42]=[C:41]([C:40]([F:48])([F:39])[F:49])[CH:46]=[CH:45][N:44]=5)=[O:24])=[CH:20][CH:19]=4)=[C:11]3[C:10]([NH:27][C@@H:28]3[CH2:32][CH2:31][N:30]([C:33](=[O:36])[CH2:34][CH3:35])[CH2:29]3)=[N:9]2)=[CH:5][CH:4]=1. (2) Given the reactants [C:1]([N:5]1[CH2:10][CH2:9][N:8]([C:11]2[CH:16]=[CH:15][C:14]([N:17]3[C:30]4[C:29]5[CH:28]=[C:27]([C:31]6[CH:32]=[N:33][C:34]7[C:39]([CH:40]=6)=[CH:38][CH:37]=[CH:36][CH:35]=7)[CH:26]=[CH:25][C:24]=5[N:23]=[CH:22][C:21]=4[C:20](=[O:41])[O:19][C:18]3=O)=[CH:13][C:12]=2[C:43]([F:46])([F:45])[F:44])[CH2:7][CH2:6]1)(=[O:4])[CH2:2][CH3:3].[CH3:47][NH2:48], predict the reaction product. The product is: [CH3:47][N:48]1[C:20](=[O:41])[C:21]2[CH:22]=[N:23][C:24]3[CH:25]=[CH:26][C:27]([C:31]4[CH:32]=[N:33][C:34]5[C:39]([CH:40]=4)=[CH:38][CH:37]=[CH:36][CH:35]=5)=[CH:28][C:29]=3[C:30]=2[N:17]([C:14]2[CH:15]=[CH:16][C:11]([N:8]3[CH2:7][CH2:6][N:5]([C:1](=[O:4])[CH2:2][CH3:3])[CH2:10][CH2:9]3)=[C:12]([C:43]([F:46])([F:44])[F:45])[CH:13]=2)[C:18]1=[O:19]. (3) Given the reactants [H-].[Na+].C#CCN1[CH2:11][CH2:10][N:9]([CH2:12][C:13]2[CH:22]=[CH:21][C:20]([OH:23])=[C:19]3[C:14]=2[CH:15]=[CH:16][CH:17]=[N:18]3)[CH2:8][CH2:7]1.[CH3:24][N:25]([CH3:29])[C:26](Cl)=[O:27], predict the reaction product. The product is: [CH3:24][N:25]([CH3:29])[C:26](=[O:27])[O:23][C:20]1[CH:21]=[CH:22][C:13]([CH2:12][N:9]2[CH2:8][CH2:7][CH:15]([CH2:14][C:13]#[CH:12])[CH2:11][CH2:10]2)=[C:14]2[C:19]=1[N:18]=[CH:17][CH:16]=[CH:15]2. (4) Given the reactants [CH2:1]([N:8]1[C:12](=[O:13])[C:11](=[C:14]2[N:18]([CH3:19])[C:17]3[CH:20]=[CH:21][CH:22]=[CH:23][C:16]=3[S:15]2)[S:10][C:9]1=[S:24])[C:2]1[CH:7]=[CH:6][CH:5]=[CH:4][CH:3]=1.[C:25]1([CH3:36])[CH:30]=[CH:29][C:28]([S:31]([O:34]C)(=[O:33])=[O:32])=[CH:27][CH:26]=1.[CH3:37]N(C=O)C, predict the reaction product. The product is: [C:25]1([CH3:36])[CH:26]=[CH:27][C:28]([S:31]([O-:34])(=[O:32])=[O:33])=[CH:29][CH:30]=1.[CH2:1]([N:8]1[C:12](=[O:13])[C:11](=[C:14]2[N:18]([CH3:19])[C:17]3[CH:20]=[CH:21][CH:22]=[CH:23][C:16]=3[S:15]2)[S:10][CH2+:9]1[S:24][CH3:37])[C:2]1[CH:7]=[CH:6][CH:5]=[CH:4][CH:3]=1. (5) Given the reactants NC1C2C(=C(C3C([C@@H](NC(=O)CN4C5C(F)(F)CCC(F)(F)C=5C(C(F)F)=N4)CC4C=C(F)C=C(F)C=4)=NC(SC)=NC=3)C=CC=2)N(C)N=1.[F:50][CH:51]([F:67])[C:52]1[C:53]2[C@H:63]3[CH2:64][C@H:62]3[C:61]([F:66])([F:65])[C:54]=2[N:55]([CH2:57][C:58]([OH:60])=O)[N:56]=1.[NH2:68][C@H:69]([C:79]1[C:84]([C:85]2[CH:86]=[CH:87][C:88]([Cl:96])=[C:89]3[C:93]=2[N:92]([CH3:94])[N:91]=[C:90]3[NH2:95])=[CH:83][CH:82]=[C:81]([C:97]#[C:98][C:99]([CH3:102])([CH3:101])[CH3:100])[N:80]=1)[CH2:70][C:71]1[CH:76]=[C:75]([F:77])[CH:74]=[C:73]([F:78])[CH:72]=1, predict the reaction product. The product is: [NH2:95][C:90]1[C:89]2[C:93](=[C:85]([C:84]3[C:79]([C@@H:69]([NH:68][C:58](=[O:60])[CH2:57][N:55]4[C:54]5[C:61]([F:65])([F:66])[C@@H:62]6[CH2:64][C@@H:63]6[C:53]=5[C:52]([CH:51]([F:50])[F:67])=[N:56]4)[CH2:70][C:71]4[CH:76]=[C:75]([F:77])[CH:74]=[C:73]([F:78])[CH:72]=4)=[N:80][C:81]([C:97]#[C:98][C:99]([CH3:102])([CH3:101])[CH3:100])=[CH:82][CH:83]=3)[CH:86]=[CH:87][C:88]=2[Cl:96])[N:92]([CH3:94])[N:91]=1. (6) Given the reactants [CH3:1][O:2][C:3]1[CH:8]=[C:7]([CH3:9])[C:6]([S:10]([N:13]([CH2:15][C:16]2[O:20][CH:19]=[C:18]([C:21]([OH:23])=O)[CH:17]=2)[CH3:14])(=[O:12])=[O:11])=[C:5]([CH3:24])[CH:4]=1.C1N=CN(C(N2C=NC=C2)=O)C=1.Cl.Cl.[CH3:39][CH:40]1[CH2:44][NH:43][C:42]([C:45]2[CH:50]=[CH:49][C:48]([CH2:51][CH2:52][NH2:53])=[CH:47][CH:46]=2)=[N:41]1.CCN(C(C)C)C(C)C, predict the reaction product. The product is: [CH3:1][O:2][C:3]1[CH:8]=[C:7]([CH3:9])[C:6]([S:10]([N:13]([CH2:15][C:16]2[O:20][CH:19]=[C:18]([C:21]([NH:53][CH2:52][CH2:51][C:48]3[CH:49]=[CH:50][C:45]([C:42]4[NH:43][CH2:44][CH:40]([CH3:39])[N:41]=4)=[CH:46][CH:47]=3)=[O:23])[CH:17]=2)[CH3:14])(=[O:12])=[O:11])=[C:5]([CH3:24])[CH:4]=1.